The task is: Predict the reactants needed to synthesize the given product.. This data is from Full USPTO retrosynthesis dataset with 1.9M reactions from patents (1976-2016). (1) Given the product [N:1]1[C:10]2[C:5](=[CH:6][CH:7]=[CH:8][CH:9]=2)[CH:4]=[C:3]([C:11]([C:12]2[N:13]=[CH:14][N:15]3[CH:19]=[C:18]([Sn:25]([CH2:26][CH2:27][CH2:28][CH3:29])([CH2:30][CH2:31][CH2:32][CH3:33])[CH2:21][CH2:22][CH2:23][CH3:24])[S:17][C:16]=23)=[O:20])[CH:2]=1, predict the reactants needed to synthesize it. The reactants are: [N:1]1[C:10]2[C:5](=[CH:6][CH:7]=[CH:8][CH:9]=2)[CH:4]=[C:3]([CH:11]([OH:20])[C:12]2[N:13]=[CH:14][N:15]3[CH:19]=[CH:18][S:17][C:16]=23)[CH:2]=1.[CH2:21]([Sn:25](Cl)([CH2:30][CH2:31][CH2:32][CH3:33])[CH2:26][CH2:27][CH2:28][CH3:29])[CH2:22][CH2:23][CH3:24].C[Si]([N-][Si](C)(C)C)(C)C.[Li+].C1COCC1. (2) Given the product [NH2:18][C:19]1[C:24]([C:25]#[N:26])=[C:23]([C:27]2[CH:28]=[CH:29][C:30]([O:33][CH2:34][CH:35]([O:37][Si:38]([C:41]([CH3:42])([CH3:43])[CH3:44])([CH3:39])[CH3:40])[CH3:36])=[CH:31][CH:32]=2)[C:22]([C:45]#[N:46])=[C:21]([S:47][CH2:16][C:14]2[N:11]=[C:9]([NH:8][C:5]3[CH:4]=[CH:3][C:2]([F:1])=[CH:7][CH:6]=3)[S:10][CH:13]=2)[N:20]=1, predict the reactants needed to synthesize it. The reactants are: [F:1][C:2]1[CH:7]=[CH:6][C:5]([NH:8][C:9]([NH2:11])=[S:10])=[CH:4][CH:3]=1.Cl[CH2:13][C:14]([CH2:16]Cl)=O.[NH2:18][C:19]1[C:24]([C:25]#[N:26])=[C:23]([C:27]2[CH:32]=[CH:31][C:30]([O:33][CH2:34][CH:35]([O:37][Si:38]([C:41]([CH3:44])([CH3:43])[CH3:42])([CH3:40])[CH3:39])[CH3:36])=[CH:29][CH:28]=2)[C:22]([C:45]#[N:46])=[C:21]([SH:47])[N:20]=1. (3) Given the product [C:26]([C:2]1[N:3]=[C:4]([O:13][C@H:14]2[CH2:18][CH2:17][N:16]([C:19]([O:21][C:22]([CH3:25])([CH3:24])[CH3:23])=[O:20])[CH2:15]2)[C:5]2[C:10]([CH:11]=1)=[CH:9][CH:8]=[C:7]([F:12])[CH:6]=2)#[N:27], predict the reactants needed to synthesize it. The reactants are: Cl[C:2]1[N:3]=[C:4]([O:13][C@H:14]2[CH2:18][CH2:17][N:16]([C:19]([O:21][C:22]([CH3:25])([CH3:24])[CH3:23])=[O:20])[CH2:15]2)[C:5]2[C:10]([CH:11]=1)=[CH:9][CH:8]=[C:7]([F:12])[CH:6]=2.[CH3:26][N:27](C=O)C. (4) Given the product [C:10]12([NH:20][CH2:8][C:4]3[S:5][CH:6]=[CH:7][C:3]=3[O:2][CH3:1])[CH2:17][CH:16]3[CH2:15][CH:14]([CH2:13][CH:12]([CH2:18]3)[CH2:11]1)[CH2:19]2, predict the reactants needed to synthesize it. The reactants are: [CH3:1][O:2][C:3]1[CH:7]=[CH:6][S:5][C:4]=1[CH:8]=O.[C:10]12([NH2:20])[CH2:19][CH:14]3[CH2:15][CH:16]([CH2:18][CH:12]([CH2:13]3)[CH2:11]1)[CH2:17]2. (5) Given the product [CH2:1]([O:3][C:4]([C:5]1[C:15](=[O:23])[C:16]2[C:21](=[CH:20][CH:19]=[CH:18][CH:17]=2)[N:7]([CH2:8][C:9]2[CH:14]=[CH:13][CH:12]=[CH:11][CH:10]=2)[CH:6]=1)=[O:24])[CH3:2], predict the reactants needed to synthesize it. The reactants are: [CH2:1]([O:3][C:4](=[O:24])[C:5]([C:15](=[O:23])[C:16]1[CH:21]=[CH:20][CH:19]=[CH:18][C:17]=1F)=[CH:6][NH:7][CH2:8][C:9]1[CH:14]=[CH:13][CH:12]=[CH:11][CH:10]=1)[CH3:2].CN(C)C=O.C(=O)([O-])[O-].[K+].[K+]. (6) The reactants are: C([O:8][C:9]1[C:10]2[N:11]([C:16]([C:20]([O:22][CH2:23][CH3:24])=[O:21])=[C:17]([CH3:19])[N:18]=2)[CH:12]=[C:13]([CH3:15])[CH:14]=1)C1C=CC=CC=1. Given the product [OH:8][C:9]1[C:10]2[N:11]([C:16]([C:20]([O:22][CH2:23][CH3:24])=[O:21])=[C:17]([CH3:19])[N:18]=2)[CH:12]=[C:13]([CH3:15])[CH:14]=1, predict the reactants needed to synthesize it.